This data is from Full USPTO retrosynthesis dataset with 1.9M reactions from patents (1976-2016). The task is: Predict the reactants needed to synthesize the given product. (1) Given the product [Br:1][C:2]1[CH:3]=[C:4]2[C:9](=[CH:10][CH:11]=1)[N:8]([C:15]([O:17][C:18]([CH3:21])([CH3:20])[CH3:19])=[O:16])[C:7]([CH3:13])([CH3:12])[CH:6]=[C:5]2[CH3:14], predict the reactants needed to synthesize it. The reactants are: [Br:1][C:2]1[CH:3]=[C:4]2[C:9](=[CH:10][CH:11]=1)[NH:8][C:7]([CH3:13])([CH3:12])[CH:6]=[C:5]2[CH3:14].[C:15](O[C:15]([O:17][C:18]([CH3:21])([CH3:20])[CH3:19])=[O:16])([O:17][C:18]([CH3:21])([CH3:20])[CH3:19])=[O:16].[Cl-].[NH4+]. (2) Given the product [Br:1][C:2]1[CH:7]=[CH:6][C:5]([S:8][CH3:14])=[C:4]([O:9][C:10]([F:11])([F:13])[F:12])[CH:3]=1, predict the reactants needed to synthesize it. The reactants are: [Br:1][C:2]1[CH:7]=[CH:6][C:5]([SH:8])=[C:4]([O:9][C:10]([F:13])([F:12])[F:11])[CH:3]=1.[CH3:14]I. (3) Given the product [OH:3][CH2:2][C:1]([N:9]([CH3:10])[CH2:8][C@H:7]([O:11][C:12]1[CH:21]=[CH:20][CH:19]=[C:18]2[C:13]=1[C:14]([NH:22][C:23]1[CH:28]=[CH:27][C:26]([O:29][C:30]3[CH:31]=[N:32][C:33]([CH3:36])=[CH:34][CH:35]=3)=[C:25]([CH3:37])[CH:24]=1)=[N:15][CH:16]=[N:17]2)[CH3:6])=[O:5], predict the reactants needed to synthesize it. The reactants are: [C:1]([OH:5])(=O)[CH2:2][OH:3].[CH3:6][C@@H:7]([O:11][C:12]1[CH:21]=[CH:20][CH:19]=[C:18]2[C:13]=1[C:14]([NH:22][C:23]1[CH:28]=[CH:27][C:26]([O:29][C:30]3[CH:31]=[N:32][C:33]([CH3:36])=[CH:34][CH:35]=3)=[C:25]([CH3:37])[CH:24]=1)=[N:15][CH:16]=[N:17]2)[CH2:8][NH:9][CH3:10]. (4) Given the product [Br:6][C:7]1[CH:8]=[CH:9][C:10]2[C:23]3[N:22]=[C:21]([C:24]4[C:25]([C:4]#[N:5])=[CH:26][CH:27]=[CH:28][C:29]=4[C:44]#[N:45])[NH:20][C:19]=3[C:18]3[C:13](=[CH:14][C:15]([C:32]([OH:35])([CH3:33])[CH3:34])=[CH:16][CH:17]=3)[C:11]=2[CH:12]=1, predict the reactants needed to synthesize it. The reactants are: [Cu]([C:4]#[N:5])C#N.[Br:6][C:7]1[CH:8]=[CH:9][C:10]2[C:23]3[N:22]=[C:21]([C:24]4[C:29](Br)=[CH:28][CH:27]=[CH:26][C:25]=4Br)[NH:20][C:19]=3[C:18]3[C:13](=[CH:14][C:15]([C:32]([OH:35])([CH3:34])[CH3:33])=[CH:16][CH:17]=3)[C:11]=2[CH:12]=1.[NH4+].[OH-].C(OCC)(=O)C.[CH3:44][N:45](C=O)C. (5) Given the product [NH2:19][C:8]1[S:9][C:10]([C:11]([CH:13]2[CH2:14][CH2:15][O:16][CH2:17][CH2:18]2)=[O:12])=[C:6]([C:2]2[O:1][CH:5]=[CH:4][CH:3]=2)[N:7]=1, predict the reactants needed to synthesize it. The reactants are: [O:1]1[CH:5]=[CH:4][CH:3]=[C:2]1[C:6]1[N:7]=[C:8]([NH:19]C(=O)OCCCC)[S:9][C:10]=1[C:11]([CH:13]1[CH2:18][CH2:17][O:16][CH2:15][CH2:14]1)=[O:12]. (6) Given the product [C:23]([CH:6]1[CH2:10][C:9]2([CH2:15][CH2:14][N:13]([C:16]([O:18][C:19]([CH3:22])([CH3:21])[CH3:20])=[O:17])[CH2:12][CH2:11]2)[O:8][CH2:7]1)#[N:24], predict the reactants needed to synthesize it. The reactants are: CS(O[CH:6]1[CH2:10][C:9]2([CH2:15][CH2:14][N:13]([C:16]([O:18][C:19]([CH3:22])([CH3:21])[CH3:20])=[O:17])[CH2:12][CH2:11]2)[O:8][CH2:7]1)(=O)=O.[C-:23]#[N:24].[Na+].CC(=O)OCC.C(=O)(O)[O-].[Na+].